From a dataset of CYP2D6 inhibition data for predicting drug metabolism from PubChem BioAssay. Regression/Classification. Given a drug SMILES string, predict its absorption, distribution, metabolism, or excretion properties. Task type varies by dataset: regression for continuous measurements (e.g., permeability, clearance, half-life) or binary classification for categorical outcomes (e.g., BBB penetration, CYP inhibition). Dataset: cyp2d6_veith. (1) The molecule is COc1ccn(C)c(=O)c1C#N. The result is 0 (non-inhibitor). (2) The result is 0 (non-inhibitor). The drug is O=C(O)c1cc(N=Cc2ccccc2O)cc(C(=O)O)c1. (3) The compound is COc1cccc(Cn2c(=O)c(-c3cccs3)nc3cnc(OCc4ccccc4)nc32)c1. The result is 0 (non-inhibitor). (4) The molecule is CCNC(C)(C)[C@@H](SS)c1ccc(Br)cc1. The result is 1 (inhibitor). (5) The result is 0 (non-inhibitor). The compound is CC(=O)O[C@H]1CC[C@H]2[C@@H]3CCC4=C[C@@H](C5SCCS5)[C@H](OC(C)=O)C[C@]4(C)[C@H]3CC[C@@]12C.